This data is from Reaction yield outcomes from USPTO patents with 853,638 reactions. The task is: Predict the reaction yield, written as a fraction of the theoretical maximum amount of product (1.0 means a 100% yield; for example, 0.34 means a 34% yield). The reactants are [F:1][C:2]1[CH:7]=[CH:6][CH:5]=[C:4]([F:8])[C:3]=1[N:9]1[C:14]2[N:15]=[C:16]([S:29][CH3:30])[N:17]=C(C3C=C(C=CC=3C)C(O)=O)[C:13]=2[CH2:12][NH:11][C:10]1=[O:31].C1C=C(Cl)C=C(C(OO)=[O:40])C=1.CCOC(C)=O.CCCCCC.[CH2:55]([Cl:57])Cl. The yield is 0.880. No catalyst specified. The product is [Cl:57][C:55]1[N:17]=[C:16]([S:29]([CH3:30])=[O:40])[N:15]=[C:14]2[N:9]([C:3]3[C:2]([F:1])=[CH:7][CH:6]=[CH:5][C:4]=3[F:8])[C:10](=[O:31])[NH:11][CH2:12][C:13]=12.